This data is from Full USPTO retrosynthesis dataset with 1.9M reactions from patents (1976-2016). The task is: Predict the reactants needed to synthesize the given product. (1) Given the product [I:20][C:11]1[C:7]([C:2]([F:1])([F:12])[C:3]([F:6])([F:5])[F:4])=[N:8][NH:9][CH:10]=1, predict the reactants needed to synthesize it. The reactants are: [F:1][C:2]([F:12])([C:7]1[CH:11]=[CH:10][NH:9][N:8]=1)[C:3]([F:6])([F:5])[F:4].[N+]([O-])([O-])=O.[NH4+].[Ce].[Ce].[I:20]I. (2) Given the product [CH2:25]([O:27][C:28]1[CH:33]=[CH:32][C:31]([CH2:34][C:35]([NH:1][C:2]2[CH:3]=[CH:4][C:5]([C:8]3[CH:13]=[CH:12][C:11]([C:14]([N:16]([CH3:38])[C@H:17]([C:21]([O:23][CH3:24])=[O:22])[CH:18]([CH3:20])[CH3:19])=[O:15])=[CH:10][CH:9]=3)=[CH:6][CH:7]=2)=[O:37])=[CH:30][CH:29]=1)[CH3:26], predict the reactants needed to synthesize it. The reactants are: [NH2:1][C:2]1[CH:7]=[CH:6][C:5]([C:8]2[CH:13]=[CH:12][C:11]([C:14]([NH:16][C@H:17]([C:21]([O:23][CH3:24])=[O:22])[CH:18]([CH3:20])[CH3:19])=[O:15])=[CH:10][CH:9]=2)=[CH:4][CH:3]=1.[CH2:25]([O:27][C:28]1[CH:33]=[CH:32][C:31]([CH2:34][C:35]([OH:37])=O)=[CH:30][CH:29]=1)[CH3:26].[CH3:38]N(C1C=CC=CN=1)C.Cl.CN(C)CCCN=C=NCC.